This data is from SARS-CoV-2 main protease (3CLPro) crystallographic fragment screen with 879 compounds. The task is: Binary Classification. Given a drug SMILES string, predict its activity (active/inactive) in a high-throughput screening assay against a specified biological target. (1) The compound is NCc1cc(-c2ccccc2)no1. The result is 0 (inactive). (2) The drug is CCOc1ccc(C(C)N)cc1. The result is 0 (inactive).